The task is: Regression. Given a peptide amino acid sequence and an MHC pseudo amino acid sequence, predict their binding affinity value. This is MHC class I binding data.. This data is from Peptide-MHC class I binding affinity with 185,985 pairs from IEDB/IMGT. (1) The peptide sequence is STTTGRTPL. The MHC is H-2-Db with pseudo-sequence H-2-Db. The binding affinity (normalized) is 0.318. (2) The peptide sequence is HQLWATLLSL. The MHC is HLA-B08:01 with pseudo-sequence HLA-B08:01. The binding affinity (normalized) is 0.472. (3) The peptide sequence is IVNCLSLSNL. The MHC is HLA-A68:02 with pseudo-sequence HLA-A68:02. The binding affinity (normalized) is 0.243.